This data is from Catalyst prediction with 721,799 reactions and 888 catalyst types from USPTO. The task is: Predict which catalyst facilitates the given reaction. (1) Reactant: C(N([P:8]([N:12]([CH:16]([CH3:18])[CH3:17])[CH:13]([CH3:15])[CH3:14])(Cl)([O-:10])[O-:9])C(C)C)(C)C.[CH3:19][O:20][C:21]1[CH:58]=[CH:57][C:24]([C:25]([O:40][CH2:41][C@H:42]2[O:46][C@@H:45]([N:47]3[CH:55]=[C:53]([CH3:54])[C:51](=[O:52])[NH:50][C:48]3=[O:49])[CH2:44][C@@H:43]2[OH:56])([C:34]2[CH:39]=[CH:38][CH:37]=[CH:36][CH:35]=2)[C:26]2[CH:31]=[CH:30][C:29]([O:32][CH3:33])=[CH:28][CH:27]=2)=[CH:23][CH:22]=1.C(N(C(C)C)C(C)C)C.[C:68]([O:71][C@@H:72]1[C@@H:84]([O:85][C:86](=[O:88])[CH3:87])[C@@H:83]([O:89][C:90](=[O:92])[CH3:91])[C@@H:82]([CH2:93][O:94][C:95](=[O:97])[CH3:96])[O:81][C@H:73]1[O:74][CH2:75][CH2:76][O:77][CH2:78][CH2:79]O)(=[O:70])[CH3:69].N1C=NN=N1. Product: [CH3:19][O:20][C:21]1[CH:58]=[CH:57][C:24]([C:25]([O:40][CH2:41][C@H:42]2[O:46][C@@H:45]([N:47]3[CH:55]=[C:53]([CH3:54])[C:51](=[O:52])[NH:50][C:48]3=[O:49])[CH2:44][C@@H:43]2[O:56][P:8]([N:12]([CH:13]([CH3:14])[CH3:15])[CH:16]([CH3:17])[CH3:18])([O:9][CH2:79][CH2:78][O:77][CH2:76][CH2:75][O:74][C@@H:73]2[O:81][C@H:82]([CH2:93][O:94][C:95](=[O:97])[CH3:96])[C@H:83]([O:89][C:90](=[O:92])[CH3:91])[C@H:84]([O:85][C:86](=[O:88])[CH3:87])[C@H:72]2[O:71][C:68](=[O:70])[CH3:69])=[O:10])([C:34]2[CH:35]=[CH:36][CH:37]=[CH:38][CH:39]=2)[C:26]2[CH:31]=[CH:30][C:29]([O:32][CH3:33])=[CH:28][CH:27]=2)=[CH:23][CH:22]=1. The catalyst class is: 4. (2) Reactant: C(OC([N:8]1[CH2:13][CH2:12][CH:11]([C:14](=[O:23])[C:15]2[CH:20]=[CH:19][C:18]([S:21][CH3:22])=[CH:17][CH:16]=2)[CH2:10][CH2:9]1)=O)(C)(C)C.[F:24][C:25]1[CH:26]=[C:27](O)[C:28](=[CH:30][CH:31]=1)[OH:29].CC1C=CC(S(O)(=O)=O)=CC=1.O. Product: [F:24][C:25]1[CH:26]=[CH:27][C:28]2[O:29][C:14]([CH:11]3[CH2:10][CH2:9][NH:8][CH2:13][CH2:12]3)([C:15]3[CH:16]=[CH:17][C:18]([S:21][CH3:22])=[CH:19][CH:20]=3)[O:23][C:30]=2[CH:31]=1. The catalyst class is: 113. (3) Reactant: [Si:1]([O:8][C@H:9]([C@@H:13]1[O:18][C@H:17]2[CH2:19][CH2:20][C@H:21]([CH2:23][CH2:24][O:25][Si:26]([CH2:31][CH3:32])([CH2:29][CH3:30])[CH2:27][CH3:28])[O:22][C@@H:16]2[C@H:15]([O:33][Si:34]([C:37]([CH3:40])([CH3:39])[CH3:38])([CH3:36])[CH3:35])[C@@H:14]1[O:41][Si:42]([C:45]([CH3:48])([CH3:47])[CH3:46])([CH3:44])[CH3:43])/[CH:10]=[CH:11]/I)([C:4]([CH3:7])([CH3:6])[CH3:5])([CH3:3])[CH3:2].[Li]CCCC.CCCCCC.CCOCC.[Mg+2].[Br-].[Br-].[F:68][C:69]([F:95])([F:94])[S:70]([O:73][C:74]([C@H:76]([CH3:93])[CH2:77][C@@H:78]1[O:83][C@@:82]2([CH2:91][I:92])[CH2:84][C@H:85]([CH2:87][CH2:88][CH:89]=[O:90])[O:86][C@H:81]2[CH2:80][CH2:79]1)=[CH2:75])(=[O:72])=[O:71]. Product: [F:95][C:69]([F:68])([F:94])[S:70]([O:73][C:74]([C@H:76]([CH3:93])[CH2:77][C@@H:78]1[O:83][C@@:82]2([CH2:91][I:92])[CH2:84][C@H:85]([CH2:87][CH2:88][CH:89]([OH:90])/[CH:11]=[CH:10]/[C@@H:9]([C@@H:13]3[O:18][C@H:17]4[CH2:19][CH2:20][C@H:21]([CH2:23][CH2:24][O:25][Si:26]([CH2:31][CH3:32])([CH2:29][CH3:30])[CH2:27][CH3:28])[O:22][C@@H:16]4[C@H:15]([O:33][Si:34]([C:37]([CH3:40])([CH3:39])[CH3:38])([CH3:36])[CH3:35])[C@@H:14]3[O:41][Si:42]([C:45]([CH3:46])([CH3:47])[CH3:48])([CH3:43])[CH3:44])[O:8][Si:1]([C:4]([CH3:5])([CH3:6])[CH3:7])([CH3:3])[CH3:2])[O:86][C@H:81]2[CH2:80][CH2:79]1)=[CH2:75])(=[O:72])=[O:71]. The catalyst class is: 182. (4) Reactant: [NH2:1][CH2:2][CH:3]1[O:7][CH2:6][CH2:5][O:4]1.C(N(CC)CC)C.[F:15][C:16]1[CH:21]=[C:20]([S:22][C:23]([F:26])([F:25])[F:24])[CH:19]=[CH:18][C:17]=1[N:27]([CH3:31])[C:28](Cl)=[O:29]. Product: [O:4]1[CH2:5][CH2:6][O:7][CH:3]1[CH2:2][NH:1][C:28](=[O:29])[N:27]([C:17]1[CH:18]=[CH:19][C:20]([S:22][C:23]([F:24])([F:25])[F:26])=[CH:21][C:16]=1[F:15])[CH3:31]. The catalyst class is: 282.